Dataset: NCI-60 drug combinations with 297,098 pairs across 59 cell lines. Task: Regression. Given two drug SMILES strings and cell line genomic features, predict the synergy score measuring deviation from expected non-interaction effect. Cell line: RPMI-8226. Drug 2: CC1=C(C(=O)C2=C(C1=O)N3CC4C(C3(C2COC(=O)N)OC)N4)N. Drug 1: CC1=CC=C(C=C1)C2=CC(=NN2C3=CC=C(C=C3)S(=O)(=O)N)C(F)(F)F. Synergy scores: CSS=19.6, Synergy_ZIP=2.05, Synergy_Bliss=1.20, Synergy_Loewe=-30.5, Synergy_HSA=-0.523.